This data is from Catalyst prediction with 721,799 reactions and 888 catalyst types from USPTO. The task is: Predict which catalyst facilitates the given reaction. (1) Reactant: [C:1]([C:3]1[CH:8]=[CH:7][C:6]([NH:9][C:10]([CH:12]2[NH:16][CH:15]([CH2:17][C:18]([CH3:21])([CH3:20])[CH3:19])[C:14]3([C:29]4[C:24](=[CH:25][C:26]([Cl:31])=[CH:27][C:28]=4[F:30])[NH:23][C:22]3=[O:32])[CH:13]2[C:33]2[CH:38]=[CH:37][CH:36]=[C:35]([Cl:39])[C:34]=2[F:40])=[O:11])=[C:5]([O:41][CH3:42])[CH:4]=1)#[N:2].[OH:43]O.[OH-].[Na+]. Product: [C:1]([C:3]1[CH:8]=[CH:7][C:6]([NH:9][C:10]([CH:12]2[NH:16][CH:15]([CH2:17][C:18]([CH3:21])([CH3:20])[CH3:19])[C:14]3([C:29]4[C:24](=[CH:25][C:26]([Cl:31])=[CH:27][C:28]=4[F:30])[NH:23][C:22]3=[O:32])[CH:13]2[C:33]2[CH:38]=[CH:37][CH:36]=[C:35]([Cl:39])[C:34]=2[F:40])=[O:11])=[C:5]([O:41][CH3:42])[CH:4]=1)(=[O:43])[NH2:2]. The catalyst class is: 16. (2) Product: [CH3:30][C:31]([NH:36][C:15](=[O:17])[CH:14]([O:13][C:9]1[CH:8]=[CH:7][C:6]2[C:11](=[CH:12][C:3]([C:1]#[CH:2])=[CH:4][CH:5]=2)[CH:10]=1)[CH2:18][CH3:19])([CH3:32])[C:33]#[C:34][CH3:35]. The catalyst class is: 4. Reactant: [C:1]([C:3]1[CH:12]=[C:11]2[C:6]([CH:7]=[CH:8][C:9]([O:13][CH:14]([CH2:18][CH3:19])[C:15]([OH:17])=O)=[CH:10]2)=[CH:5][CH:4]=1)#[CH:2].C(N(CC)C(C)C)(C)C.Cl.[CH3:30][C:31]([NH2:36])([C:33]#[C:34][CH3:35])[CH3:32]. (3) Reactant: [CH3:1][C:2]1([CH3:39])[CH2:11][CH:10]=[C:9]([C:12]2[CH:17]=[CH:16][C:15]([O:18][Si](CC(C)C)(C)C)=[CH:14][CH:13]=2)[C:8]2[CH:7]=[C:6]([C:26]#[C:27][C:28]3[CH:38]=[CH:37][C:31]([C:32]([O:34]CC)=[O:33])=[CH:30][CH:29]=3)[CH:5]=[CH:4][C:3]1=2.[OH-].[Na+].Cl. Product: [CH3:1][C:2]1([CH3:39])[CH2:11][CH:10]=[C:9]([C:12]2[CH:17]=[CH:16][C:15]([OH:18])=[CH:14][CH:13]=2)[C:8]2[CH:7]=[C:6]([C:26]#[C:27][C:28]3[CH:29]=[CH:30][C:31]([C:32]([OH:34])=[O:33])=[CH:37][CH:38]=3)[CH:5]=[CH:4][C:3]1=2. The catalyst class is: 301.